Dataset: Forward reaction prediction with 1.9M reactions from USPTO patents (1976-2016). Task: Predict the product of the given reaction. (1) Given the reactants Cl.[Cl:2][C:3]1[CH:4]=[CH:5][C:6]([O:19][CH2:20][C:21]2[CH:26]=CC=C[CH:22]=2)=[C:7]([CH2:9][C:10]2[O:14][C:13]([C:15](=[NH:18])[O:16][CH3:17])=[CH:12][CH:11]=2)[CH:8]=1.ClC1C=CC(OCC(C)C)=C(CC2OC(C#N)=CC=2)C=1, predict the reaction product. The product is: [ClH:2].[Cl:2][C:3]1[CH:4]=[CH:5][C:6]([O:19][CH2:20][CH:21]([CH3:26])[CH3:22])=[C:7]([CH2:9][C:10]2[O:14][C:13]([C:15](=[NH:18])[O:16][CH3:17])=[CH:12][CH:11]=2)[CH:8]=1. (2) Given the reactants Br[C:2]1[CH:3]=[N:4][C:5]([N:8]2[CH2:13][CH2:12][C:11]([CH3:19])([C:14]([O:16][CH2:17][CH3:18])=[O:15])[CH2:10][CH2:9]2)=[N:6][CH:7]=1.C([O-])(=O)C.[K+].[B:25]1([B:25]2[O:29][C:28]([CH3:31])([CH3:30])[C:27]([CH3:33])([CH3:32])[O:26]2)[O:29][C:28]([CH3:31])([CH3:30])[C:27]([CH3:33])([CH3:32])[O:26]1.C1(P(C2CCCCC2)C2CCCCC2)CCCCC1, predict the reaction product. The product is: [CH3:19][C:11]1([C:14]([O:16][CH2:17][CH3:18])=[O:15])[CH2:12][CH2:13][N:8]([C:5]2[N:4]=[CH:3][C:2]([B:25]3[O:29][C:28]([CH3:31])([CH3:30])[C:27]([CH3:33])([CH3:32])[O:26]3)=[CH:7][N:6]=2)[CH2:9][CH2:10]1.